Dataset: Full USPTO retrosynthesis dataset with 1.9M reactions from patents (1976-2016). Task: Predict the reactants needed to synthesize the given product. Given the product [CH3:19][O:18][C:11]1[CH:12]=[CH:13][CH:14]=[C:15]([O:16][CH3:17])[C:10]=1[CH:2]1[N:1]([CH2:28][C:27]2[CH:30]=[CH:31][CH:32]=[C:25]([C:23]3[N:22]=[CH:21][S:20][CH:24]=3)[CH:26]=2)[C:6](=[O:8])[CH2:5][CH2:4][CH2:3]1, predict the reactants needed to synthesize it. The reactants are: [NH2:1][CH:2]([C:10]1[C:15]([O:16][CH3:17])=[CH:14][CH:13]=[CH:12][C:11]=1[O:18][CH3:19])[CH2:3][CH2:4][CH2:5][C:6]([O:8]C)=O.[S:20]1[CH:24]=[C:23]([C:25]2[CH:26]=[C:27]([CH:30]=[CH:31][CH:32]=2)[CH:28]=O)[N:22]=[CH:21]1.